This data is from Catalyst prediction with 721,799 reactions and 888 catalyst types from USPTO. The task is: Predict which catalyst facilitates the given reaction. Reactant: [Cl:1][C:2]1[CH:28]=[CH:27][C:5]([CH2:6][N:7]2[C:12](=[N:13][C:14]3[CH:19]=[CH:18][C:17]([O:20][CH:21]([CH3:23])[CH3:22])=[C:16]([Cl:24])[CH:15]=3)[NH:11][C:10](=[O:25])[NH:9][C:8]2=[O:26])=[CH:4][CH:3]=1.Br[CH2:30][C@@H:31]1[CH2:35][O:34][C:33]([CH3:37])([CH3:36])[O:32]1.CC(C)([O-])C.[K+].CN(C=O)C. Product: [Cl:1][C:2]1[CH:3]=[CH:4][C:5]([CH2:6][N:7]2[C:12](=[N:13][C:14]3[CH:19]=[CH:18][C:17]([O:20][CH:21]([CH3:23])[CH3:22])=[C:16]([Cl:24])[CH:15]=3)[NH:11][C:10](=[O:25])[N:9]([CH2:30][C@@H:31]3[CH2:35][O:34][C:33]([CH3:37])([CH3:36])[O:32]3)[C:8]2=[O:26])=[CH:27][CH:28]=1. The catalyst class is: 6.